The task is: Predict which catalyst facilitates the given reaction.. This data is from Catalyst prediction with 721,799 reactions and 888 catalyst types from USPTO. (1) Product: [C:1]([C:4]1[C:22](=[O:23])[C@@:8]2([CH3:24])[C:9]3[C:15]([OH:16])=[CH:14][C:13]([O:17][CH3:18])=[C:12]([C:19]([NH:21][CH2:29][C:28]4[CH:31]=[CH:32][CH:33]=[C:34]([CH3:35])[C:27]=4[CH3:26])=[O:20])[C:10]=3[O:11][C:7]2=[CH:6][C:5]=1[OH:25])(=[O:3])[CH3:2]. The catalyst class is: 10. Reactant: [C:1]([C:4]1[C:22](=[O:23])[C@@:8]2([CH3:24])[C:9]3[C:15]([OH:16])=[CH:14][C:13]([O:17][CH3:18])=[C:12]([C:19]([NH2:21])=[O:20])[C:10]=3[O:11][C:7]2=[CH:6][C:5]=1[OH:25])(=[O:3])[CH3:2].[CH3:26][C:27]1[C:34]([CH3:35])=[CH:33][CH:32]=[CH:31][C:28]=1[CH:29]=O.C([SiH](CC)CC)C.FC(F)(F)C(O)=O. (2) Reactant: [NH:1]([C:3]1[CH:11]=[CH:10][C:6]([C:7]([OH:9])=[O:8])=[CH:5][N:4]=1)[NH2:2].CN(C)[CH:14]=[C:15]([C:21]1[CH:26]=[CH:25][N:24]=[C:23]([O:27][CH3:28])[CH:22]=1)[C:16](OCC)=[O:17].Cl.CCN(C(C)C)C(C)C. Product: [OH:17][C:16]1[N:1]([C:3]2[CH:11]=[CH:10][C:6]([C:7]([OH:9])=[O:8])=[CH:5][N:4]=2)[N:2]=[CH:14][C:15]=1[C:21]1[CH:26]=[CH:25][N:24]=[C:23]([O:27][CH3:28])[CH:22]=1. The catalyst class is: 41. (3) Reactant: [OH:1][CH:2]([C:17]1[CH:22]=[CH:21][CH:20]=[CH:19][CH:18]=1)[CH2:3][CH2:4][CH2:5][C:6]1[CH:11]=[CH:10][C:9]([CH2:12][C:13]([O:15][CH3:16])=[O:14])=[CH:8][CH:7]=1.CC(OI1(OC(C)=O)(OC(C)=O)OC(=O)C2C=CC=CC1=2)=O.[OH-].[Na+]. The catalyst class is: 2. Product: [O:1]=[C:2]([C:17]1[CH:18]=[CH:19][CH:20]=[CH:21][CH:22]=1)[CH2:3][CH2:4][CH2:5][C:6]1[CH:11]=[CH:10][C:9]([CH2:12][C:13]([O:15][CH3:16])=[O:14])=[CH:8][CH:7]=1. (4) Reactant: C([CH:3]([O:7][C:8]1[CH:12]=[C:11]([C:13](O)=O)[N:10]([CH3:16])[N:9]=1)[C:4]([OH:6])=[O:5])C.CCN=C=NCCCN(C)C.Cl.[CH2:29]([N:32]1[C:39]([NH2:40])=[C:38]([NH2:41])[C:36](=[O:37])[N:35]([CH2:42][CH:43]=[CH2:44])[C:33]1=[O:34])[CH:30]=[CH2:31]. Product: [CH2:42]([N:35]1[C:36](=[O:37])[C:38]2[NH:41][C:13]([C:11]3[N:10]([CH3:16])[N:9]=[C:8]([O:7][CH2:3][C:4]([OH:6])=[O:5])[CH:12]=3)=[N:40][C:39]=2[N:32]([CH2:29][CH:30]=[CH2:31])[C:33]1=[O:34])[CH:43]=[CH2:44]. The catalyst class is: 5. (5) Reactant: [F:1][CH:2]([F:13])[O:3][C:4]1[CH:5]=[C:6]([C@H:10]2[CH2:12]O2)[CH:7]=[CH:8][CH:9]=1.[Si:14]([O:21][C@H:22]1[CH2:26][CH2:25][NH:24][CH2:23]1)([C:17]([CH3:20])([CH3:19])[CH3:18])([CH3:16])[CH3:15].[CH2:27]([N:29](CC)CC)C.CS(Cl)(=O)=O.CN. Product: [Si:14]([O:21][C@H:22]1[CH2:26][CH2:25][N:24]([CH2:12][C@H:10]([C:6]2[CH:7]=[CH:8][CH:9]=[C:4]([O:3][CH:2]([F:13])[F:1])[CH:5]=2)[NH:29][CH3:27])[CH2:23]1)([C:17]([CH3:20])([CH3:19])[CH3:18])([CH3:16])[CH3:15]. The catalyst class is: 8. (6) Reactant: [C:1]([O:5][C:6]([NH:8][C:9](=[N:12][C:13]([O:15][C:16]([CH3:19])([CH3:18])[CH3:17])=[O:14])SC)=[O:7])([CH3:4])([CH3:3])[CH3:2].[NH3:20]. Product: [C:1]([O:5][C:6]([NH:8][C:9]([NH:12][C:13]([O:15][C:16]([CH3:19])([CH3:18])[CH3:17])=[O:14])=[NH:20])=[O:7])([CH3:4])([CH3:3])[CH3:2]. The catalyst class is: 5. (7) Reactant: [N:1]([C:4]1[CH:5]=[C:6]([CH:10]=[C:11]([CH3:14])[C:12]=1[CH3:13])[C:7]([OH:9])=[O:8])=[N+:2]=[N-:3].[C:15]([C:17]1[CH:18]=[N:19][CH:20]=[CH:21][CH:22]=1)#[CH:16]. Product: [CH3:14][C:11]1[CH:10]=[C:6]([CH:5]=[C:4]([N:1]2[CH:16]=[C:15]([C:17]3[CH:18]=[N:19][CH:20]=[CH:21][CH:22]=3)[N:3]=[N:2]2)[C:12]=1[CH3:13])[C:7]([OH:9])=[O:8]. The catalyst class is: 14.